Dataset: Peptide-MHC class I binding affinity with 185,985 pairs from IEDB/IMGT. Task: Regression. Given a peptide amino acid sequence and an MHC pseudo amino acid sequence, predict their binding affinity value. This is MHC class I binding data. (1) The peptide sequence is EEIAVQNWL. The MHC is HLA-B44:03 with pseudo-sequence HLA-B44:03. The binding affinity (normalized) is 0.782. (2) The MHC is HLA-B39:01 with pseudo-sequence HLA-B39:01. The peptide sequence is KLWIWIGSQ. The binding affinity (normalized) is 0.0847. (3) The peptide sequence is FSDLCNFLI. The MHC is HLA-A02:19 with pseudo-sequence HLA-A02:19. The binding affinity (normalized) is 0.0847.